From a dataset of Reaction yield outcomes from USPTO patents with 853,638 reactions. Predict the reaction yield, written as a fraction of the theoretical maximum amount of product (1.0 means a 100% yield; for example, 0.34 means a 34% yield). (1) The reactants are [N+:1]([C:4]1[CH:5]=[C:6]([CH:8]=[CH:9][CH:10]=1)[NH2:7])([O-:3])=[O:2].[C:11]([O:15][C:16]([N:18]1[CH2:21][CH:20]([C:22](O)=[O:23])[CH2:19]1)=[O:17])([CH3:14])([CH3:13])[CH3:12].C(Cl)CCl.Cl. The catalyst is N1C=CC=CC=1. The product is [N+:1]([C:4]1[CH:5]=[C:6]([NH:7][C:22]([CH:20]2[CH2:21][N:18]([C:16]([O:15][C:11]([CH3:14])([CH3:13])[CH3:12])=[O:17])[CH2:19]2)=[O:23])[CH:8]=[CH:9][CH:10]=1)([O-:3])=[O:2]. The yield is 0.380. (2) The reactants are C([O-])(=O)C.[NH4+].[C:6]([C:9]1[CH:10]=[C:11]([NH:15][C:16]2[N:21]=[C:20]([CH2:22][CH2:23][C:24]3[CH:29]=[CH:28][CH:27]=[CH:26][C:25]=3[CH2:30][C:31]([NH2:33])=[O:32])[C:19]([Cl:34])=[CH:18][N:17]=2)[CH:12]=[CH:13][CH:14]=1)(=O)[CH3:7].C([BH3-])#[N:36].[Na+].Cl. The catalyst is CO.O. The product is [NH2:36][CH:6]([C:9]1[CH:10]=[C:11]([NH:15][C:16]2[N:21]=[C:20]([CH2:22][CH2:23][C:24]3[CH:29]=[CH:28][CH:27]=[CH:26][C:25]=3[CH2:30][C:31]([NH2:33])=[O:32])[C:19]([Cl:34])=[CH:18][N:17]=2)[CH:12]=[CH:13][CH:14]=1)[CH3:7]. The yield is 0.470. (3) The reactants are [Cl:1][C:2]1[C:3]([NH:27][C:28]2[CH:33]=[CH:32][CH:31]=[CH:30][C:29]=2[S:34]([CH:37]([CH3:39])[CH3:38])(=[O:36])=[O:35])=[N:4][C:5]([NH:8][C:9]2[CH:14]=[C:13]([N+:15]([O-])=O)[C:12]([CH:18]3[CH2:23][CH2:22][N:21]([CH3:24])[CH2:20][CH2:19]3)=[CH:11][C:10]=2[O:25][CH3:26])=[N:6][CH:7]=1. The catalyst is C(OCC)(=O)C.O=[Pt]=O. The product is [NH2:15][C:13]1[C:12]([CH:18]2[CH2:19][CH2:20][N:21]([CH3:24])[CH2:22][CH2:23]2)=[CH:11][C:10]([O:25][CH3:26])=[C:9]([NH:8][C:5]2[N:4]=[C:3]([NH:27][C:28]3[CH:33]=[CH:32][CH:31]=[CH:30][C:29]=3[S:34]([CH:37]([CH3:39])[CH3:38])(=[O:35])=[O:36])[C:2]([Cl:1])=[CH:7][N:6]=2)[CH:14]=1. The yield is 0.320. (4) The reactants are [Br:1][C:2]1[CH:11]=[C:10]2[C:5]([N:6]=[CH:7][C:8]([N:12]3[CH2:17][CH2:16][NH:15][CH2:14][C:13]3=[O:18])=[N:9]2)=[CH:4][CH:3]=1.C(N(CC)CC)C.S(Cl)(Cl)(=O)=O.[CH3:31][S:32](Cl)(=[O:34])=[O:33]. The catalyst is ClCCl.O. The product is [Br:1][C:2]1[CH:11]=[C:10]2[C:5]([N:6]=[CH:7][C:8]([N:12]3[CH2:17][CH2:16][N:15]([S:32]([CH3:31])(=[O:34])=[O:33])[CH2:14][C:13]3=[O:18])=[N:9]2)=[CH:4][CH:3]=1. The yield is 0.960. (5) The reactants are [C:1]1(C=O)[C:14]2[C:15]3=[C:16]4[C:11](=[CH:12][CH:13]=2)[CH:10]=[CH:9][CH:8]=[C:7]4[CH:6]=[CH:5][C:4]3=[CH:3][CH:2]=1.[OH:19][C:20]([CH2:22][CH2:23][CH2:24][CH2:25][C@H:26]1[C@@H:34]2[C@@H:29]([NH:30][C:31]([NH:33]2)=[O:32])[CH2:28][S:27]1)=[O:21].C(N(CC)CC)C. The catalyst is C1COCC1. The product is [OH:21][C:20]([CH2:22][CH2:23][CH2:24][CH2:25][C@H:26]1[C@@H:34]2[C@@H:29]([NH:30][C:31]([NH:33]2)=[O:32])[CH2:28][S:27]1)=[O:19].[CH:8]1[C:7]2[C:16]3=[C:15]4[C:4](=[CH:5][CH:6]=2)[CH:3]=[CH:2][CH:1]=[C:14]4[CH:13]=[CH:12][C:11]3=[CH:10][CH:9]=1. The yield is 0.550. (6) The reactants are [C:1]([O:5][C:6]([NH:8][C@@H:9]([CH2:13][CH:14]=[CH2:15])[C:10]([OH:12])=O)=[O:7])([CH3:4])([CH3:3])[CH3:2].[CH3:16][O:17][C:18](=[O:32])[C@@H:19]([NH2:31])[CH2:20][C:21]1[CH:30]=[CH:29][C:28]2[C:23](=[CH:24][CH:25]=[CH:26][CH:27]=2)[CH:22]=1.ON1C2C=CC=CC=2N=N1.CN1CCOCC1.CN(C)CCCN=C=NCC. The catalyst is CN(C=O)C. The product is [CH3:16][O:17][C:18](=[O:32])[C@@H:19]([NH:31][C:10](=[O:12])[C@@H:9]([NH:8][C:6]([O:5][C:1]([CH3:2])([CH3:3])[CH3:4])=[O:7])[CH2:13][CH:14]=[CH2:15])[CH2:20][C:21]1[CH:30]=[CH:29][C:28]2[C:23](=[CH:24][CH:25]=[CH:26][CH:27]=2)[CH:22]=1. The yield is 0.840. (7) The reactants are [CH3:1][O:2][C:3]1[CH:4]=[C:5]([NH:11][C:12](SC)=[C:13]2[C:18](=[O:19])[O:17][C:16]([CH3:21])([CH3:20])[O:15][C:14]2=[O:22])[CH:6]=[CH:7][C:8]=1[O:9][CH3:10].[OH-].[NH4+:26]. The catalyst is C1COCC1.Cl[Hg]Cl. The product is [NH2:26][C:12]([NH:11][C:5]1[CH:6]=[CH:7][C:8]([O:9][CH3:10])=[C:3]([O:2][CH3:1])[CH:4]=1)=[C:13]1[C:18](=[O:19])[O:17][C:16]([CH3:21])([CH3:20])[O:15][C:14]1=[O:22]. The yield is 0.970. (8) The reactants are [Li+].CC([N-]C(C)C)C.Br[C:10]1[CH:18]=[C:17]2C(C[C:15]3(CCC(=O)CC3)[C:16]2=[O:19])=C[CH:11]=1.CON(C)C(C1[N:32]=[N:33]C=CC=1)=O. The catalyst is C1COCC1. The product is [N:32]1[CH:11]=[CH:10][CH:18]=[C:17]([CH:16]([OH:19])[CH3:15])[N:33]=1. The yield is 0.260.